This data is from HIV replication inhibition screening data with 41,000+ compounds from the AIDS Antiviral Screen. The task is: Binary Classification. Given a drug SMILES string, predict its activity (active/inactive) in a high-throughput screening assay against a specified biological target. The molecule is OCCSCCCSCCO. The result is 0 (inactive).